Dataset: Full USPTO retrosynthesis dataset with 1.9M reactions from patents (1976-2016). Task: Predict the reactants needed to synthesize the given product. (1) Given the product [F:23][CH:2]([F:1])[O:3][C:4]1[CH:9]=[CH:8][C:7]([C:10]2[CH:11]=[C:12]3[C:16](=[CH:17][CH:18]=2)[C:15](=[O:19])[O:14][CH2:13]3)=[C:6]([O:20][CH2:30][CH:31]([CH3:33])[CH3:32])[C:5]=1[O:21][CH3:22], predict the reactants needed to synthesize it. The reactants are: [F:1][CH:2]([F:23])[O:3][C:4]1[CH:9]=[CH:8][C:7]([C:10]2[CH:11]=[C:12]3[C:16](=[CH:17][CH:18]=2)[C:15](=[O:19])[O:14][CH2:13]3)=[C:6]([OH:20])[C:5]=1[O:21][CH3:22].C(=O)([O-])[O-].[K+].[K+].[CH2:30](Br)[CH:31]([CH3:33])[CH3:32]. (2) Given the product [CH:93]1([CH2:92][O:91][CH2:90][C@@:72]23[CH2:71][N:70]([S:67]([C:63]4[CH:64]=[CH:65][CH:66]=[C:61]([N:57]5[CH2:58][CH2:59][C@@H:55]([F:54])[CH2:56]5)[CH:62]=4)(=[O:68])=[O:69])[CH2:79][CH2:78][C:77]2=[CH:76][C:75]2[N:80]([C:83]4[CH:88]=[CH:87][C:86]([F:89])=[CH:85][CH:84]=4)[N:81]=[CH:82][C:74]=2[CH2:73]3)[CH2:95][CH2:94]1, predict the reactants needed to synthesize it. The reactants are: C1(P(C2C=CC=CC=2)C2C=CC3C(=CC=CC=3)C=2C2C3C(=CC=CC=3)C=CC=2P(C2C=CC=CC=2)C2C=CC=CC=2)C=CC=CC=1.CC(C)([O-])C.[Na+].Cl.[F:54][C@@H:55]1[CH2:59][CH2:58][NH:57][CH2:56]1.Br[C:61]1[CH:62]=[C:63]([S:67]([N:70]2[CH2:79][CH2:78][C:77]3[C@:72]([CH2:90][O:91][CH2:92][CH:93]4[CH2:95][CH2:94]4)([CH2:73][C:74]4[CH:82]=[N:81][N:80]([C:83]5[CH:88]=[CH:87][C:86]([F:89])=[CH:85][CH:84]=5)[C:75]=4[CH:76]=3)[CH2:71]2)(=[O:69])=[O:68])[CH:64]=[CH:65][CH:66]=1. (3) The reactants are: FC(F)(F)S([O:6][CH2:7][C:8]([F:11])([F:10])[F:9])(=O)=O.[CH2:14]([O:21][C:22]1[CH:27]=[CH:26][C:25]([N:28]2[C:32]3=[N:33][CH:34]=[C:35](O)[CH:36]=[C:31]3[N:30]([CH2:38][CH3:39])[C:29]2=[O:40])=[CH:24][CH:23]=1)[C:15]1[CH:20]=[CH:19][CH:18]=[CH:17][CH:16]=1.C(=O)([O-])[O-].[K+].[K+].[Cl-].[Cl-].[Ca+2]. Given the product [CH2:14]([O:21][C:22]1[CH:23]=[CH:24][C:25]([N:28]2[C:32]3=[N:33][CH:34]=[C:35]([O:6][CH2:7][C:8]([F:11])([F:10])[F:9])[CH:36]=[C:31]3[N:30]([CH2:38][CH3:39])[C:29]2=[O:40])=[CH:26][CH:27]=1)[C:15]1[CH:20]=[CH:19][CH:18]=[CH:17][CH:16]=1, predict the reactants needed to synthesize it. (4) Given the product [NH2:35][C:34]1[C:36]([F:40])=[CH:37][CH:38]=[CH:39][C:33]=1[C:6]1[CH:5]=[CH:4][C:3]([C@H:17]([NH:19][C:20]([C:22]2([NH:25][C:26](=[O:31])[C:27]([F:30])([F:29])[F:28])[CH2:24][CH2:23]2)=[O:21])[CH3:18])=[C:2]([F:1])[CH:7]=1, predict the reactants needed to synthesize it. The reactants are: [F:1][C:2]1[CH:7]=[C:6](B2OC(C)(C)C(C)(C)O2)[CH:5]=[CH:4][C:3]=1[C@H:17]([NH:19][C:20]([C:22]1([NH:25][C:26](=[O:31])[C:27]([F:30])([F:29])[F:28])[CH2:24][CH2:23]1)=[O:21])[CH3:18].Br[C:33]1[CH:39]=[CH:38][CH:37]=[C:36]([F:40])[C:34]=1[NH2:35].C(=O)([O-])[O-].[Cs+].[Cs+].C(P(C(C)(C)C)C(C)(C)C)(C)(C)C. (5) Given the product [O:12]([CH:8]([CH3:10])[CH3:11])[CH:13]([CH3:14])[CH3:3].[C:8]([O:12][C:13](=[O:40])[CH2:14][N:15]([S:25]([C:28]1[CH:37]=[C:36]2[C:31]([C:32]([Cl:39])=[CH:33][N:34]=[C:35]2[NH:4][C:3]([NH2:5])=[NH:2])=[CH:30][CH:29]=1)(=[O:26])=[O:27])[CH2:16][C:17]1[CH:22]=[CH:21][C:20]([O:23][CH3:24])=[CH:19][CH:18]=1)([CH3:11])([CH3:9])[CH3:10], predict the reactants needed to synthesize it. The reactants are: Cl.[NH2:2][C:3]([NH2:5])=[NH:4].[H-].[Na+].[C:8]([O:12][C:13](=[O:40])[CH2:14][N:15]([S:25]([C:28]1[CH:37]=[C:36]2[C:31]([C:32]([Cl:39])=[CH:33][N:34]=[C:35]2Cl)=[CH:30][CH:29]=1)(=[O:27])=[O:26])[CH2:16][C:17]1[CH:22]=[CH:21][C:20]([O:23][CH3:24])=[CH:19][CH:18]=1)([CH3:11])([CH3:10])[CH3:9].O. (6) Given the product [C:25]1([C:29]2[CH:30]=[CH:31][CH:32]=[CH:33][CH:34]=2)[CH:26]=[CH:27][CH:28]=[C:23]([N:21]2[CH:22]=[C:18]([C:16]([C:2]3[CH:7]=[CH:6][CH:5]=[CH:4][N:3]=3)=[O:17])[N:19]=[CH:20]2)[CH:24]=1, predict the reactants needed to synthesize it. The reactants are: Br[C:2]1[CH:7]=[CH:6][CH:5]=[CH:4][N:3]=1.C([Li])CCC.CON(C)[C:16]([C:18]1[N:19]=[CH:20][N:21]([C:23]2[CH:24]=[C:25]([C:29]3[CH:34]=[CH:33][CH:32]=[CH:31][CH:30]=3)[CH:26]=[CH:27][CH:28]=2)[CH:22]=1)=[O:17].[Cl-].[NH4+]. (7) Given the product [Br-:20].[Cl:1][C:2]1[CH:7]=[CH:6][C:5]([N:8]2[C:12]([CH3:13])=[CH:11][C:10]([C:14](=[O:18])[CH2:15][N:31]3[CH:32]=[CH:33][CH:29]=[CH:30]3)=[C:9]2[CH3:19])=[CH:4][CH:3]=1, predict the reactants needed to synthesize it. The reactants are: [Cl:1][C:2]1[CH:7]=[CH:6][C:5]([N:8]2[C:12]([CH3:13])=[CH:11][C:10]([C:14](=[O:18])[C:15](O)=O)=[C:9]2[CH3:19])=[CH:4][CH:3]=1.[Br:20]CC(Cl)=O.ClCC([C:29]1[CH:33]=[C:32](C)[N:31](C2C=CC(Cl)=CC=2)[C:30]=1C)=O.[Br-].N1C=CC=C1.